This data is from Forward reaction prediction with 1.9M reactions from USPTO patents (1976-2016). The task is: Predict the product of the given reaction. (1) Given the reactants Br[C:2]1[C:10]2[S:9][C:8]([N:11]3[CH2:16][N:15]([CH3:17])[CH2:14][N:13]([CH2:18][CH3:19])[C:12]3=[O:20])=[N:7][C:6]=2[CH:5]=[C:4]([C:21]2[CH:22]=[N:23][C:24]([N:27]3[CH2:32][CH2:31][C:30]([CH2:38][CH3:39])([C:33]([O:35][CH2:36][CH3:37])=[O:34])[CH2:29][CH2:28]3)=[N:25][CH:26]=2)[CH:3]=1.C1(P(C2C=CC=CC=2)C2C=CC=CC=2)C=CC=CC=1.C(N(CC)CC)C.[CH2:66]([OH:69])[C:67]#[CH:68], predict the reaction product. The product is: [CH2:38]([C:30]1([C:33]([O:35][CH2:36][CH3:37])=[O:34])[CH2:29][CH2:28][N:27]([C:24]2[N:23]=[CH:22][C:21]([C:4]3[CH:3]=[C:2]([C:68]#[C:67][CH2:66][OH:69])[C:10]4[S:9][C:8]([N:11]5[CH2:16][N:15]([CH3:17])[CH2:14][N:13]([CH2:18][CH3:19])[C:12]5=[O:20])=[N:7][C:6]=4[CH:5]=3)=[CH:26][N:25]=2)[CH2:32][CH2:31]1)[CH3:39]. (2) The product is: [CH2:1]([O:8][C:9](=[O:19])[C:10]1[C:15]([Cl:16])=[CH:14][CH:13]=[C:12]([NH:17][S:29]([CH2:26][CH2:27][CH3:28])(=[O:31])=[O:30])[C:11]=1[F:18])[C:2]1[CH:3]=[CH:4][CH:5]=[CH:6][CH:7]=1. Given the reactants [CH2:1]([O:8][C:9](=[O:19])[C:10]1[C:15]([Cl:16])=[CH:14][CH:13]=[C:12]([NH2:17])[C:11]=1[F:18])[C:2]1[CH:7]=[CH:6][CH:5]=[CH:4][CH:3]=1.N1C=CC=CC=1.[CH2:26]([S:29](Cl)(=[O:31])=[O:30])[CH2:27][CH3:28].O, predict the reaction product. (3) The product is: [C:20]([NH:19][C:17]([C:7]1[CH:6]=[CH:5][C:4]([CH:1]2[CH2:3][CH2:2]2)=[C:9]([O:10][CH2:11][CH:12]2[CH2:16][CH2:15][CH2:14][O:13]2)[N:8]=1)=[O:18])([CH3:26])([CH3:21])[CH3:24]. Given the reactants [CH:1]1([C:4]2[CH:5]=[CH:6][C:7]([C:17]([NH:19][C:20]([CH2:26]C)([CH2:24]C)[C:21](O)=O)=[O:18])=[N:8][C:9]=2[O:10][CH2:11][CH:12]2[CH2:16][CH2:15][CH2:14][O:13]2)[CH2:3][CH2:2]1.C(N)(C)(C)C, predict the reaction product. (4) Given the reactants [CH2:1]1[O:5][C:4]2[CH:6]=[C:7]([OH:10])[CH:8]=[CH:9][C:3]=2[O:2]1.C([Mg]Cl)(C)C.[Br:16][C:17]1[CH:18]=[CH:19][CH:20]=[C:21]2[C:25]=1[NH:24][C:23](=[O:26])[C:22]2=[O:27], predict the reaction product. The product is: [Br:16][C:17]1[CH:18]=[CH:19][CH:20]=[C:21]2[C:25]=1[NH:24][C:23](=[O:26])[C:22]2([OH:27])[C:8]1[C:7]([OH:10])=[CH:6][C:4]2[O:5][CH2:1][O:2][C:3]=2[CH:9]=1.